This data is from Catalyst prediction with 721,799 reactions and 888 catalyst types from USPTO. The task is: Predict which catalyst facilitates the given reaction. Reactant: [CH:1]([C:4]1[CH:5]=[C:6]([CH:8]=[C:9]([C:11]2[O:15][CH:14]=[N:13][CH:12]=2)[CH:10]=1)[NH2:7])([CH3:3])[CH3:2].[Cl:16][C:17]1[CH:18]=[C:19]([S:23](Cl)(=[O:25])=[O:24])[CH:20]=[CH:21][CH:22]=1. Product: [Cl:16][C:17]1[CH:18]=[C:19]([S:23]([NH:7][C:6]2[CH:8]=[C:9]([C:11]3[O:15][CH:14]=[N:13][CH:12]=3)[CH:10]=[C:4]([CH:1]([CH3:3])[CH3:2])[CH:5]=2)(=[O:25])=[O:24])[CH:20]=[CH:21][CH:22]=1. The catalyst class is: 17.